From a dataset of Forward reaction prediction with 1.9M reactions from USPTO patents (1976-2016). Predict the product of the given reaction. (1) Given the reactants CON(C)[C:4]([CH:6]1[CH2:11][CH2:10][N:9]([CH2:12][C:13]2[CH:18]=[CH:17][CH:16]=[CH:15][CH:14]=2)[CH2:8][CH:7]1[C:19]1[CH:24]=[CH:23][C:22]([Cl:25])=[CH:21][CH:20]=1)=[O:5].[CH3:27][Mg]Br, predict the reaction product. The product is: [CH2:12]([N:9]1[CH2:10][CH2:11][CH:6]([C:4](=[O:5])[CH3:27])[CH:7]([C:19]2[CH:24]=[CH:23][C:22]([Cl:25])=[CH:21][CH:20]=2)[CH2:8]1)[C:13]1[CH:18]=[CH:17][CH:16]=[CH:15][CH:14]=1. (2) The product is: [NH2:25][C:13]1[N:14]([CH3:17])[C:15](=[O:16])[C:11]2([C:4]3[C:5](=[CH:6][CH:7]=[C:2]([Br:1])[CH:3]=3)[O:8][CH:9]([C:20]3[S:21][CH:22]=[CH:23][CH:24]=3)[CH2:10]2)[N:12]=1. Given the reactants [Br:1][C:2]1[CH:3]=[C:4]2[C:11]3([C:15](=[O:16])[N:14]([CH3:17])[C:13](SC)=[N:12]3)[CH2:10][CH:9]([C:20]3[S:21][CH:22]=[CH:23][CH:24]=3)[O:8][C:5]2=[CH:6][CH:7]=1.[NH4+:25].[I-].N.CCO, predict the reaction product. (3) Given the reactants [C:1]([C:3]1[CH:4]=[C:5]([CH:9]=[CH:10][CH:11]=1)[C:6](O)=[O:7])#[N:2].C([N:14]([CH2:17]C)CC)C.CCN=C=NCCCN(C)C.Cl.Cl.CN([CH:35]=[O:36])C, predict the reaction product. The product is: [C:1]([C:3]1[CH:4]=[C:5]([CH:9]=[CH:10][CH:11]=1)[C:6]([N:14]([O:36][CH3:35])[CH3:17])=[O:7])#[N:2]. (4) Given the reactants [CH3:1][O:2][C:3]1[N:8]=[CH:7][C:6]([N:9]2[C:13]([C:14]3[CH:19]=[C:18]([CH3:20])[CH:17]=[CH:16][N:15]=3)=[CH:12][C:11]([C:21](O)=[O:22])=[N:10]2)=[CH:5][CH:4]=1.[C:24]([NH2:28])([CH3:27])([CH3:26])[CH3:25], predict the reaction product. The product is: [C:24]([NH:28][C:21]([C:11]1[CH:12]=[C:13]([C:14]2[CH:19]=[C:18]([CH3:20])[CH:17]=[CH:16][N:15]=2)[N:9]([C:6]2[CH:7]=[N:8][C:3]([O:2][CH3:1])=[CH:4][CH:5]=2)[N:10]=1)=[O:22])([CH3:27])([CH3:26])[CH3:25]. (5) Given the reactants Br[CH2:2]/[CH:3]=[CH:4]/[C:5]([NH:7][CH2:8][CH2:9][CH3:10])=[O:6].[OH:11][C:12]1[CH:19]=[CH:18][CH:17]=[C:16]([N+:20]([O-:22])=[O:21])[C:13]=1[C:14]#[N:15].C(=O)([O-])[O-].[K+].[K+].C1OCCOCCOCCOCCOCCOC1, predict the reaction product. The product is: [C:14]([C:13]1[C:16]([N+:20]([O-:22])=[O:21])=[CH:17][CH:18]=[CH:19][C:12]=1[O:11][CH2:2]/[CH:3]=[CH:4]/[C:5]([NH:7][CH2:8][CH2:9][CH3:10])=[O:6])#[N:15]. (6) Given the reactants C(N(CC)[P:4]([C:13]1[CH:18]=[CH:17][CH:16]=[CH:15][C:14]=1[O:19][CH3:20])([C:7]1[CH:12]=[CH:11][CH:10]=[CH:9][CH:8]=1)(O)O)C.[ClH:23], predict the reaction product. The product is: [CH3:20][O:19][C:14]1[CH:15]=[CH:16][CH:17]=[CH:18][C:13]=1[P:4]([C:7]1[CH:12]=[CH:11][CH:10]=[CH:9][CH:8]=1)[Cl:23].